This data is from Forward reaction prediction with 1.9M reactions from USPTO patents (1976-2016). The task is: Predict the product of the given reaction. Given the reactants [OH:1][C:2]1[CH:3]=[CH:4][C:5]([CH3:8])=[N:6][CH:7]=1.[H-].[Na+].[Cl:11][CH2:12][CH2:13][CH2:14]I.[Na+].[Cl-], predict the reaction product. The product is: [Cl:11][CH2:12][CH2:13][CH2:14][O:1][C:2]1[CH:7]=[N:6][C:5]([CH3:8])=[CH:4][CH:3]=1.